From a dataset of Full USPTO retrosynthesis dataset with 1.9M reactions from patents (1976-2016). Predict the reactants needed to synthesize the given product. (1) Given the product [NH2:1][C:2]1[CH:7]=[C:6]([C:8]2[CH:13]=[CH:12][C:11]([I:24])=[C:10]([F:18])[CH:9]=2)[N:5]=[C:4]([C:19]([O:21][CH3:22])=[O:20])[C:3]=1[Cl:23], predict the reactants needed to synthesize it. The reactants are: [NH2:1][C:2]1[CH:7]=[C:6]([C:8]2[CH:13]=[CH:12][C:11]([Si](C)(C)C)=[C:10]([F:18])[CH:9]=2)[N:5]=[C:4]([C:19]([O:21][CH3:22])=[O:20])[C:3]=1[Cl:23].[I:24]Cl.[O-]S([O-])=O.[Na+].[Na+]. (2) Given the product [Br:9][C:5]1[CH:6]=[CH:7][CH:8]=[C:3]([O:19][CH:16]([CH3:18])[CH3:17])[N:4]=1, predict the reactants needed to synthesize it. The reactants are: [Na].Br[C:3]1[CH:8]=[CH:7][CH:6]=[C:5]([Br:9])[N:4]=1.CCCC(C)C.[CH:16]([OH:19])([CH3:18])[CH3:17]. (3) Given the product [CH:1]1([C:5]2[CH:6]=[C:7]([I:16])[CH:8]=[CH:10][C:11]=2[C:12]([F:15])([F:13])[F:14])[CH2:2][CH2:3][CH2:4]1, predict the reactants needed to synthesize it. The reactants are: [CH:1]1([C:5]2[C:11]([C:12]([F:15])([F:14])[F:13])=[CH:10][C:8](N)=[C:7]([I:16])[CH:6]=2)[CH2:4][CH2:3][CH2:2]1.N([O-])=O.[Na+].S(=O)(=O)(O)O.C(O)C. (4) Given the product [Si:1]([O:18][CH2:19][CH2:20][O:21][CH2:22][C@H:23]([O:28][C:29]1[C:30]2[CH:37]=[N:36][N:35]([C:38]3[CH:43]=[CH:42][CH:41]=[C:40]([F:44])[C:39]=3[CH3:45])[C:31]=2[N:32]=[CH:33][N:34]=1)[C:24]([NH:53][C:50]1[CH:49]=[CH:48][C:47]([CH3:46])=[CH:52][N:51]=1)=[O:26])([C:14]([CH3:15])([CH3:17])[CH3:16])([CH3:8])[CH3:2], predict the reactants needed to synthesize it. The reactants are: [Si:1]([O:18][CH2:19][CH2:20][O:21][CH2:22][C@H:23]([O:28][C:29]1[N:34]=[CH:33][N:32]=[C:31]2[N:35]([C:38]3[CH:43]=[CH:42][CH:41]=[C:40]([F:44])[C:39]=3[CH3:45])[N:36]=[CH:37][C:30]=12)[C:24]([O:26]C)=O)([C:14]([CH3:17])([CH3:16])[CH3:15])([C:8]1C=CC=CC=1)[C:2]1C=CC=CC=1.[CH3:46][C:47]1[CH:48]=[CH:49][C:50]([NH2:53])=[N:51][CH:52]=1. (5) The reactants are: [Cl:1][C:2]1[CH:3]=[CH:4][C:5]2[CH2:11][N:10]([C@@H:12]3[CH2:16][CH2:15][NH:14][CH2:13]3)[CH2:9][C:8](=[O:17])[N:7]([CH2:18][CH3:19])[C:6]=2[CH:20]=1.C([O-])([O-])=O.[K+].[K+].Br[CH2:28][CH2:29][CH:30]=[C:31]1[C:37]2[CH:38]=[CH:39][CH:40]=[N:41][C:36]=2[CH2:35][O:34][C:33]2[CH:42]=[CH:43][C:44]([C:46]([OH:49])([CH3:48])[CH3:47])=[CH:45][C:32]1=2. Given the product [Cl:1][C:2]1[CH:3]=[CH:4][C:5]2[CH2:11][N:10]([C@@H:12]3[CH2:16][CH2:15][N:14]([CH2:28][CH2:29][CH:30]=[C:31]4[C:37]5[CH:38]=[CH:39][CH:40]=[N:41][C:36]=5[CH2:35][O:34][C:33]5[CH:42]=[CH:43][C:44]([C:46]([OH:49])([CH3:48])[CH3:47])=[CH:45][C:32]4=5)[CH2:13]3)[CH2:9][C:8](=[O:17])[N:7]([CH2:18][CH3:19])[C:6]=2[CH:20]=1, predict the reactants needed to synthesize it. (6) Given the product [Cl:1][C:2]1[CH:3]=[CH:4][C:5]([C:8]2[CH:9]=[N:10][CH:11]=[C:12]3[C:17]=2[N:16]=[C:15]([C:18]([N:39]2[CH2:40][CH2:41][NH:42][CH2:43][CH2:44]2)=[O:20])[CH:14]=[CH:13]3)=[CH:6][CH:7]=1, predict the reactants needed to synthesize it. The reactants are: [Cl:1][C:2]1[CH:7]=[CH:6][C:5]([C:8]2[CH:9]=[N:10][CH:11]=[C:12]3[C:17]=2[N:16]=[C:15]([C:18]([OH:20])=O)[CH:14]=[CH:13]3)=[CH:4][CH:3]=1.C(N(CC)C(C)C)(C)C.F[P-](F)(F)(F)(F)F.N1(OC(N(C)C)=[N+](C)C)[C:41]2[N:42]=[CH:43][CH:44]=C[C:40]=2[N:39]=N1.N1CCNCC1.